Dataset: Forward reaction prediction with 1.9M reactions from USPTO patents (1976-2016). Task: Predict the product of the given reaction. (1) Given the reactants [CH3:1][O:2][C:3](=[O:20])[C:4]1[CH:9]=[C:8]([O:10][CH2:11][CH3:12])[CH:7]=[C:6]([NH:13][C:14](=[O:19])[CH2:15][CH2:16][CH2:17]Cl)[CH:5]=1.[H-].[Na+], predict the reaction product. The product is: [CH3:1][O:2][C:3](=[O:20])[C:4]1[CH:5]=[C:6]([N:13]2[CH2:17][CH2:16][CH2:15][C:14]2=[O:19])[CH:7]=[C:8]([O:10][CH2:11][CH3:12])[CH:9]=1. (2) Given the reactants [Br:1][C:2]1[CH:3]=[C:4]([OH:9])[CH:5]=[CH:6][C:7]=1[F:8].I[CH2:11][C:12]12[O:18][CH:15]([CH2:16][CH2:17]1)[CH2:14][CH2:13]2.CN(C=O)C.[H-].[Na+], predict the reaction product. The product is: [Br:1][C:2]1[CH:3]=[C:4]([CH:5]=[CH:6][C:7]=1[F:8])[O:9][CH2:11][C:12]12[O:18][CH:15]([CH2:16][CH2:17]1)[CH2:14][CH2:13]2.